From a dataset of Reaction yield outcomes from USPTO patents with 853,638 reactions. Predict the reaction yield, written as a fraction of the theoretical maximum amount of product (1.0 means a 100% yield; for example, 0.34 means a 34% yield). (1) The reactants are [N:1]1[C:10]2[C:5](=[CH:6][C:7]([C:11]([OH:13])=[O:12])=[CH:8][CH:9]=2)[CH:4]=[CH:3][CH:2]=1.O=S(Cl)Cl.[CH2:18](Cl)Cl. No catalyst specified. The product is [N:1]1[C:10]2[C:5](=[CH:6][C:7]([C:11]([O:13][CH3:18])=[O:12])=[CH:8][CH:9]=2)[CH:4]=[CH:3][CH:2]=1. The yield is 0.860. (2) The reactants are [F:1][C:2]([F:19])([F:18])[C:3]1[CH:4]=[CH:5][C:6]([O:9][C:10]2[CH:15]=[CH:14][C:13]([CH2:16]O)=[CH:12][CH:11]=2)=[N:7][CH:8]=1.S(Cl)([Cl:22])=O. The catalyst is C(Cl)Cl. The product is [Cl:22][CH2:16][C:13]1[CH:14]=[CH:15][C:10]([O:9][C:6]2[CH:5]=[CH:4][C:3]([C:2]([F:19])([F:18])[F:1])=[CH:8][N:7]=2)=[CH:11][CH:12]=1. The yield is 0.960. (3) The reactants are [N+:1]([C:4]1[CH:5]=[CH:6][C:7]2[O:12][C@:11]([CH3:18])([CH:13]([O:16][CH3:17])[O:14][CH3:15])[C@@H:10]3[O:19][C@@H:9]3[C:8]=2[CH:20]=1)([O-:3])=[O:2].[OH:21][C:22]1[CH:27]=[CH:26][CH:25]=[CH:24][C:23]=1[NH:28][CH2:29][C:30]1[N:31]=[N:32][N:33]([CH3:35])[N:34]=1. The product is [N+:1]([C:4]1[CH:5]=[CH:6][C:7]2[O:12][C@:11]([CH3:18])([CH:13]([O:16][CH3:17])[O:14][CH3:15])[C@H:10]([OH:19])[C@@H:9]([N:28]([C:23]3[CH:24]=[CH:25][CH:26]=[CH:27][C:22]=3[OH:21])[CH2:29][C:30]3[N:31]=[N:32][N:33]([CH3:35])[N:34]=3)[C:8]=2[CH:20]=1)([O-:3])=[O:2]. The yield is 0.210. No catalyst specified. (4) The reactants are [H-].[Na+].[CH2:3]([C:5]1[C:6]([NH:21][C@@H:22]2[C:30]3[C:25](=[CH:26][CH:27]=[CH:28][CH:29]=3)[CH2:24][C@@H:23]2[OH:31])=[N:7][C:8]([CH2:19][CH3:20])=[C:9]([O:11][C:12]2[CH:17]=[C:16]([CH3:18])[CH:15]=[CH:14][N:13]=2)[N:10]=1)[CH3:4].I[CH2:33][CH3:34]. The catalyst is CN(C=O)C. The product is [CH2:33]([O:31][C@H:23]1[CH2:24][C:25]2[C:30](=[CH:29][CH:28]=[CH:27][CH:26]=2)[C@H:22]1[NH:21][C:6]1[C:5]([CH2:3][CH3:4])=[N:10][C:9]([O:11][C:12]2[CH:17]=[C:16]([CH3:18])[CH:15]=[CH:14][N:13]=2)=[C:8]([CH2:19][CH3:20])[N:7]=1)[CH3:34]. The yield is 0.340.